From a dataset of Reaction yield outcomes from USPTO patents with 853,638 reactions. Predict the reaction yield, written as a fraction of the theoretical maximum amount of product (1.0 means a 100% yield; for example, 0.34 means a 34% yield). (1) The reactants are [CH2:1]([O:3][C:4]([C:6]1([NH:11][C:12]([CH:14]2[CH2:18][CH:17]([O:19][C:20]3[CH:25]=[C:24]([C:26]4[CH:31]=[CH:30][C:29]([O:32][CH3:33])=[CH:28][CH:27]=4)[N:23]=[C:22]([O:34][CH3:35])[N:21]=3)[CH2:16][CH:15]2[C:36](=[O:45])[N:37]([CH2:39][CH2:40][CH2:41][CH2:42][CH:43]=[CH2:44])[CH3:38])=[O:13])[CH2:8][CH:7]1C=C)=[O:5])[CH3:2]. The catalyst is CC1C=C(C)C(N2C(=[Ru](Cl)(Cl)=CC3C=CC=CC=3OC(C)C)N(C3C(C)=CC(C)=CC=3C)CC2)=C(C)C=1.ClCCCl. The product is [CH2:1]([O:3][C:4]([C:6]12[CH2:7][CH:8]1[CH:44]=[CH:43][CH2:42][CH2:41][CH2:40][CH2:39][N:37]([CH3:38])[C:36](=[O:45])[CH:15]1[CH:14]([CH2:18][CH:17]([O:19][C:20]3[CH:25]=[C:24]([C:26]4[CH:27]=[CH:28][C:29]([O:32][CH3:33])=[CH:30][CH:31]=4)[N:23]=[C:22]([O:34][CH3:35])[N:21]=3)[CH2:16]1)[C:12](=[O:13])[NH:11]2)=[O:5])[CH3:2]. The yield is 0.620. (2) The reactants are [NH:1]1[CH:5]=[CH:4][N:3]=[N:2]1.C([O-])([O-])=O.[K+].[K+].Br[C:13]1[CH:14]=[CH:15][C:16]([C:19]([F:37])([F:36])[C:20]([C:28]2[CH:33]=[CH:32][C:31]([F:34])=[CH:30][C:29]=2[F:35])([OH:27])[CH2:21][N:22]2[CH:26]=[N:25][N:24]=[N:23]2)=[N:17][CH:18]=1. The catalyst is [Cu]. The product is [N:1]1[N:2]([C:13]2[CH:14]=[CH:15][C:16]([C:19]([F:36])([F:37])[C:20]([C:28]3[CH:33]=[CH:32][C:31]([F:34])=[CH:30][C:29]=3[F:35])([OH:27])[CH2:21][N:22]3[CH:26]=[N:25][N:24]=[N:23]3)=[N:17][CH:18]=2)[N:3]=[CH:4][CH:5]=1. The yield is 0.420. (3) The reactants are Cl[C:2]1[N:7]=[C:6]([NH:8][C:9]2[CH:18]=[CH:17][CH:16]=[CH:15][C:10]=2[C:11](NC)=[O:12])[C:5]([Cl:19])=[CH:4][N:3]=1.Cl.Cl.[CH3:22][O:23][C:24]1[CH:30]=[C:29]([N:31]2[CH2:36][CH2:35][O:34][CH2:33][CH2:32]2)[CH:28]=[CH:27][C:25]=1[NH2:26].Cl.C([O-])(O)=[O:39].[Na+]. The catalyst is C(O)(=O)C. The product is [Cl:19][C:5]1[C:6]([NH:8][C:9]2[CH:18]=[CH:17][CH:16]=[CH:15][C:10]=2[C:11]([OH:12])=[O:39])=[N:7][C:2]([NH:26][C:25]2[CH:27]=[CH:28][C:29]([N:31]3[CH2:36][CH2:35][O:34][CH2:33][CH2:32]3)=[CH:30][C:24]=2[O:23][CH3:22])=[N:3][CH:4]=1. The yield is 0.630.